Dataset: Peptide-MHC class I binding affinity with 185,985 pairs from IEDB/IMGT. Task: Regression. Given a peptide amino acid sequence and an MHC pseudo amino acid sequence, predict their binding affinity value. This is MHC class I binding data. (1) The peptide sequence is RYLKNGKETL. The MHC is H-2-Kd with pseudo-sequence H-2-Kd. The binding affinity (normalized) is 0.503. (2) The peptide sequence is KLMPGSIYV. The MHC is HLA-B58:01 with pseudo-sequence HLA-B58:01. The binding affinity (normalized) is 0.0847. (3) The peptide sequence is LMYDIINSV. The MHC is HLA-A68:01 with pseudo-sequence HLA-A68:01. The binding affinity (normalized) is 0.